From a dataset of Reaction yield outcomes from USPTO patents with 853,638 reactions. Predict the reaction yield, written as a fraction of the theoretical maximum amount of product (1.0 means a 100% yield; for example, 0.34 means a 34% yield). (1) The reactants are C([O:3][C:4]([C:6]1[C:7]([C:12]2[CH:17]=[CH:16][C:15]([F:18])=[CH:14][CH:13]=2)=[N:8][O:9][C:10]=1[CH3:11])=O)C.C(OC(C1C(C2C=CC=C(F)C=2)=NOC=1C)=O)C. No catalyst specified. The product is [F:18][C:15]1[CH:14]=[CH:13][C:12]([C:7]2[C:6]([CH2:4][OH:3])=[C:10]([CH3:11])[O:9][N:8]=2)=[CH:17][CH:16]=1. The yield is 0.710. (2) The reactants are [Br:1][C:2]1[CH:15]=[C:14]2[C:5]([O:6][CH2:7][CH2:8][N:9]3[C:13]2=[N:12][C:11](I)=[CH:10]3)=[CH:4][C:3]=1[F:17].Cl.C(N)(=N)C.[CH2:23]([N:25](CC)[CH2:26]C)[CH3:24].N#N.C1(P(C2C=CC=CC=2)C2C3OC4C(=CC=CC=4P(C4C=CC=CC=4)C4C=CC=CC=4)C(C)(C)C=3C=CC=2)C=CC=CC=1.Cl.[CH:75]([NH:78][NH2:79])([CH3:77])[CH3:76]. The catalyst is CN(C)C=O.O.C([O-])(=O)C.[Pd+2].C([O-])(=O)C.C(O)(=O)C. The product is [Br:1][C:2]1[CH:15]=[C:14]2[C:5]([O:6][CH2:7][CH2:8][N:9]3[C:13]2=[N:12][C:11]([C:26]2[N:78]([CH:75]([CH3:77])[CH3:76])[N:79]=[C:23]([CH3:24])[N:25]=2)=[CH:10]3)=[CH:4][C:3]=1[F:17]. The yield is 0.500. (3) The reactants are [Br:1][C:2]1[CH:7]=[CH:6][C:5]([C:8](N2CCOCC2)=[O:9])=[C:4]([F:16])[CH:3]=1.[CH3:17][Mg]Br.[NH4+].[Cl-]. The catalyst is C1COCC1.CCOC(C)=O. The product is [Br:1][C:2]1[CH:7]=[CH:6][C:5]([C:8](=[O:9])[CH3:17])=[C:4]([F:16])[CH:3]=1. The yield is 0.680. (4) The reactants are S(Cl)(Cl)=O.C(O)(=O)CCCCCCCCCCCCC.C(Cl)(=O)CCCCCCCCCCCCC.[C:37]([N:52]=[C:53]=[S:54])(=[O:51])[CH2:38][CH2:39][CH2:40][CH2:41][CH2:42][CH2:43][CH2:44][CH2:45][CH2:46][CH2:47][CH2:48][CH2:49][CH3:50].[CH3:55][O:56][C:57]1[CH:58]=[C:59]2[C:64](=[CH:65][C:66]=1[O:67][CH3:68])[N:63]=[CH:62][CH:61]=[C:60]2[O:69][C:70]1[CH:76]=[CH:75][C:73]([NH2:74])=[CH:72][CH:71]=1. The catalyst is C(O)C.C1(C)C=CC=CC=1. The product is [CH3:55][O:56][C:57]1[CH:58]=[C:59]2[C:64](=[CH:65][C:66]=1[O:67][CH3:68])[N:63]=[CH:62][CH:61]=[C:60]2[O:69][C:70]1[CH:71]=[CH:72][C:73]([NH:74][C:53]([NH:52][C:37](=[O:51])[CH2:38][CH2:39][CH2:40][CH2:41][CH2:42][CH2:43][CH2:44][CH2:45][CH2:46][CH2:47][CH2:48][CH2:49][CH3:50])=[S:54])=[CH:75][CH:76]=1. The yield is 0.600. (5) The reactants are [NH2:1][C:2]1[N:7]=[C:6]([C:8]2[NH:12][C:11]([C:13]3[CH:18]=[C:17]([Cl:19])[CH:16]=[CH:15][C:14]=3[CH3:20])=[C:10]([C:21]([NH2:23])=[O:22])[CH:9]=2)[CH:5]=[CH:4][N:3]=1.[I:24]N1C(=O)CCC1=O.O. The catalyst is CN(C=O)C. The product is [NH2:1][C:2]1[N:7]=[C:6]([C:8]2[NH:12][C:11]([C:13]3[CH:18]=[C:17]([Cl:19])[CH:16]=[CH:15][C:14]=3[CH3:20])=[C:10]([C:21]([NH2:23])=[O:22])[C:9]=2[I:24])[CH:5]=[CH:4][N:3]=1. The yield is 0.430. (6) The catalyst is C(Cl)Cl. The yield is 0.810. The product is [CH2:10]([O:9][C@@H:8]1[C@@H:17]([O:18][CH2:19][C:20]2[CH:25]=[CH:24][CH:23]=[CH:22][CH:21]=2)[C@H:26]([O:27][CH2:28][C:29]2[CH:34]=[CH:33][CH:32]=[CH:31][CH:30]=2)[C@@H:35]([CH2:37][O:38][C:39](=[O:41])[CH3:40])[O:36][C@H:7]1[O:123][CH2:122][C@H:103]1[O:102][C@@H:94]([S:95][C:96]2[CH:97]=[CH:98][CH:99]=[CH:100][CH:101]=2)[C@H:93]([O:92][CH2:85][C:86]2[CH:91]=[CH:90][CH:89]=[CH:88][CH:87]=2)[C@@H:105]([O:106][CH2:107][C:108]2[CH:113]=[CH:112][CH:111]=[CH:110][CH:109]=2)[C@@H:104]1[O:114][CH2:115][C:116]1[CH:121]=[CH:120][CH:119]=[CH:118][CH:117]=1)[C:11]1[CH:16]=[CH:15][CH:14]=[CH:13][CH:12]=1. The reactants are C1([C@@:7]2(S([C@]3(C4C=CC=CC=4)O[C@H](COC(=O)C)[C@@H](OCC4C=CC=CC=4)[C@H](OCC4C=CC=CC=4)[C@H]3OCC3C=CC=CC=3)=O)[O:36][C@H:35]([CH2:37][O:38][C:39](=[O:41])[CH3:40])[C@@H:26]([O:27][CH2:28][C:29]3[CH:34]=[CH:33][CH:32]=[CH:31][CH:30]=3)[C@H:17]([O:18][CH2:19][C:20]3[CH:25]=[CH:24][CH:23]=[CH:22][CH:21]=3)[C@H:8]2[O:9][CH2:10][C:11]2[CH:16]=[CH:15][CH:14]=[CH:13][CH:12]=2)C=CC=CC=1.[CH2:85]([O:92][C@@H:93]1[C@@H:105]([O:106][CH2:107][C:108]2[CH:113]=[CH:112][CH:111]=[CH:110][CH:109]=2)[C@H:104]([O:114][CH2:115][C:116]2[CH:121]=[CH:120][CH:119]=[CH:118][CH:117]=2)[C@@H:103]([CH2:122][OH:123])[O:102][C@H:94]1[S:95][C:96]1[CH:101]=[CH:100][CH:99]=[CH:98][CH:97]=1)[C:86]1[CH:91]=[CH:90][CH:89]=[CH:88][CH:87]=1.C(C1C=C(C)C=C(C(C)(C)C)N=1)(C)(C)C.O(S(C(F)(F)F)(=O)=O)S(C(F)(F)F)(=O)=O. (7) The reactants are [C:1]1(=[O:11])[C:10]2[C:5](=[CH:6][N:7]=[CH:8][CH:9]=2)[CH2:4][CH2:3][NH:2]1.I[C:13]1[CH:14]=[N:15][CH:16]=[CH:17][C:18]=1[CH3:19].P([O-])([O-])([O-])=O.[K+].[K+].[K+]. The catalyst is O1CCOCC1.[Cu](I)I. The product is [CH3:19][C:18]1[CH:17]=[CH:16][N:15]=[CH:14][C:13]=1[N:2]1[CH2:3][CH2:4][C:5]2[C:10](=[CH:9][CH:8]=[N:7][CH:6]=2)[C:1]1=[O:11]. The yield is 0.153.